This data is from Forward reaction prediction with 1.9M reactions from USPTO patents (1976-2016). The task is: Predict the product of the given reaction. (1) The product is: [ClH:3].[Cl:3][CH2:6][C:7]1[CH:8]=[CH:9][C:10]([C:13]#[N:14])=[N:11][CH:12]=1. Given the reactants S(Cl)([Cl:3])=O.O[CH2:6][C:7]1[CH:8]=[CH:9][C:10]([C:13]#[N:14])=[N:11][CH:12]=1, predict the reaction product. (2) Given the reactants [Cl:1][C:2]1[CH:3]=[C:4]([NH:19][C:20]2[C:30]3[CH:29]=[C:28]([C:31]([OH:33])=O)[CH2:27][CH2:26][NH:25][C:24]=3[N:23]=[CH:22][N:21]=2)[CH:5]=[CH:6][C:7]=1[O:8][C:9]1[CH:14]=[CH:13][CH:12]=[C:11]([C:15]([F:18])([F:17])[F:16])[CH:10]=1.[OH:34]N1C2C=CC=CC=2N=N1.Cl.C(N=C=NCCCN(C)C)C.[CH3:56][NH:57][CH2:58][CH2:59][S:60]([CH3:63])(=[O:62])=[O:61].CN(C)[CH:66]=[O:67], predict the reaction product. The product is: [F:16][C:15]([F:18])([F:17])[C:66]([OH:67])=[O:34].[Cl:1][C:2]1[CH:3]=[C:4]([NH:19][C:20]2[C:30]3[CH:29]=[C:28]([C:31]([N:57]([CH3:56])[CH2:58][CH2:59][S:60]([CH3:63])(=[O:62])=[O:61])=[O:33])[CH2:27][CH2:26][NH:25][C:24]=3[N:23]=[CH:22][N:21]=2)[CH:5]=[CH:6][C:7]=1[O:8][C:9]1[CH:14]=[CH:13][CH:12]=[C:11]([C:15]([F:18])([F:16])[F:17])[CH:10]=1. (3) The product is: [CH2:35]([O:34][C:32](=[O:33])[NH:19][CH2:18][CH:16]1[CH2:15][C:14]2[C:9]([C:4]3[CH:5]=[CH:6][CH:7]=[CH:8][C:3]=3[C:2]([F:20])([F:1])[F:21])=[CH:10][CH:11]=[CH:12][C:13]=2[O:17]1)[C:36]1[CH:41]=[CH:40][CH:39]=[CH:38][CH:37]=1. Given the reactants [F:1][C:2]([F:21])([F:20])[C:3]1[CH:8]=[CH:7][CH:6]=[CH:5][C:4]=1[C:9]1[C:14]2[CH2:15][CH:16]([CH2:18][NH2:19])[O:17][C:13]=2[CH:12]=[CH:11][CH:10]=1.C(N(C(C)C)CC)(C)C.Cl[C:32]([O:34][CH2:35][C:36]1[CH:41]=[CH:40][CH:39]=[CH:38][CH:37]=1)=[O:33], predict the reaction product.